Dataset: Reaction yield outcomes from USPTO patents with 853,638 reactions. Task: Predict the reaction yield, written as a fraction of the theoretical maximum amount of product (1.0 means a 100% yield; for example, 0.34 means a 34% yield). (1) The reactants are [O:1]1[C:5]2[CH:6]=[CH:7][C:8]([C:10]3([C:13]([NH:15][C:16]4[CH:25]=[CH:24][C:19]([C:20](OC)=[O:21])=[C:18]([Br:26])[CH:17]=4)=[O:14])[CH2:12][CH2:11]3)=[CH:9][C:4]=2[O:3][CH2:2]1.[Li+].[BH4-]. The catalyst is C1COCC1.CCOCC.O. The product is [O:1]1[C:5]2[CH:6]=[CH:7][C:8]([C:10]3([C:13]([NH:15][C:16]4[CH:25]=[CH:24][C:19]([CH2:20][OH:21])=[C:18]([Br:26])[CH:17]=4)=[O:14])[CH2:12][CH2:11]3)=[CH:9][C:4]=2[O:3][CH2:2]1. The yield is 0.740. (2) The reactants are [Si]([O:8][CH:9]1[CH2:14][CH2:13][CH:12]([N:15]2[CH:19]=[CH:18][C:17]([C:20]([F:23])([F:22])[F:21])=[N:16]2)[CH2:11][CH2:10]1)(C(C)(C)C)(C)C.CCCC[N+](CCCC)(CCCC)CCCC.[F-]. The catalyst is C(Cl)Cl. The product is [F:23][C:20]([F:21])([F:22])[C:17]1[CH:18]=[CH:19][N:15]([CH:12]2[CH2:11][CH2:10][CH:9]([OH:8])[CH2:14][CH2:13]2)[N:16]=1. The yield is 0.710. (3) The reactants are Cl[C:2]1[CH:3]=[CH:4][C:5]2[N:6]([CH:8]=[CH:9][N:10]=2)[N:7]=1.[NH2:11][C:12]1[CH:17]=[CH:16][CH:15]=[CH:14][C:13]=1[OH:18].C(=O)([O-])[O-].[K+].[K+].CN1CCCC1=O. The catalyst is [OH-].[Na+]. The product is [N:10]1[CH:9]=[CH:8][N:6]2[C:5]=1[CH:4]=[CH:3][C:2]([O:18][C:13]1[CH:14]=[CH:15][CH:16]=[CH:17][C:12]=1[NH2:11])=[N:7]2. The yield is 0.140.